This data is from Full USPTO retrosynthesis dataset with 1.9M reactions from patents (1976-2016). The task is: Predict the reactants needed to synthesize the given product. (1) Given the product [ClH:35].[ClH:35].[N:1]1[CH:6]=[CH:5][CH:4]=[CH:3][C:2]=1[N:7]([CH2:29][CH2:30][C:31]([O:33][CH3:34])=[O:32])[C:8]([C:10]1[CH:11]=[CH:12][C:13]2[S:17][C:16]([CH2:18][NH:19][C:20]3[CH:25]=[CH:24][C:23]([C:26](=[NH:42])[NH2:27])=[CH:22][CH:21]=3)=[N:15][C:14]=2[CH:28]=1)=[O:9], predict the reactants needed to synthesize it. The reactants are: [N:1]1[CH:6]=[CH:5][CH:4]=[CH:3][C:2]=1[N:7]([CH2:29][CH2:30][C:31]([O:33][CH3:34])=[O:32])[C:8]([C:10]1[CH:11]=[CH:12][C:13]2[S:17][C:16]([CH2:18][NH:19][C:20]3[CH:25]=[CH:24][C:23]([C:26]#[N:27])=[CH:22][CH:21]=3)=[N:15][C:14]=2[CH:28]=1)=[O:9].[ClH:35].CO.C(=O)([O-])[O-].[NH4+:42].[NH4+]. (2) Given the product [Cl:21][C:20]1[C:10]([N:7]2[CH2:6][CH2:5][CH:4]([NH:3][C:32]([NH:31][S:28]([C:22]3[CH:23]=[CH:24][CH:25]=[CH:26][CH:27]=3)(=[O:30])=[O:29])=[O:33])[CH2:9][CH2:8]2)=[N:11][CH:12]=[C:13]([CH:19]=1)[C:14]([O:16][CH2:17][CH3:18])=[O:15], predict the reactants needed to synthesize it. The reactants are: Cl.Cl.[NH2:3][CH:4]1[CH2:9][CH2:8][N:7]([C:10]2[C:20]([Cl:21])=[CH:19][C:13]([C:14]([O:16][CH2:17][CH3:18])=[O:15])=[CH:12][N:11]=2)[CH2:6][CH2:5]1.[C:22]1([S:28]([N:31]=[C:32]=[O:33])(=[O:30])=[O:29])[CH:27]=[CH:26][CH:25]=[CH:24][CH:23]=1.CC(O)=O. (3) Given the product [NH2:1][C:2]1[C:10]([CH3:11])=[CH:9][C:8]([Br:19])=[C:4]([CH:3]=1)[C:5]([OH:7])=[O:6], predict the reactants needed to synthesize it. The reactants are: [NH2:1][C:2]1[CH:3]=[C:4]([CH:8]=[CH:9][C:10]=1[CH3:11])[C:5]([OH:7])=[O:6].C1C(=O)N([Br:19])C(=O)C1. (4) Given the product [CH2:1]([O:8][C:9](=[O:26])[CH2:10][N:11]([C:27]([O:29][C:30]([CH3:33])([CH3:32])[CH3:31])=[O:28])[CH:12]1[CH2:17][CH2:16][CH:15]([NH:18][C:19]([O:21][C:22]([CH3:23])([CH3:25])[CH3:24])=[O:20])[CH2:14][CH2:13]1)[C:2]1[CH:7]=[CH:6][CH:5]=[CH:4][CH:3]=1, predict the reactants needed to synthesize it. The reactants are: [CH2:1]([O:8][C:9](=[O:26])[CH2:10][NH:11][CH:12]1[CH2:17][CH2:16][CH:15]([NH:18][C:19]([O:21][C:22]([CH3:25])([CH3:24])[CH3:23])=[O:20])[CH2:14][CH2:13]1)[C:2]1[CH:7]=[CH:6][CH:5]=[CH:4][CH:3]=1.[C:27](O[C:27]([O:29][C:30]([CH3:33])([CH3:32])[CH3:31])=[O:28])([O:29][C:30]([CH3:33])([CH3:32])[CH3:31])=[O:28].